Dataset: Forward reaction prediction with 1.9M reactions from USPTO patents (1976-2016). Task: Predict the product of the given reaction. (1) Given the reactants [Cl:1][C:2]1[CH:32]=[CH:31][CH:30]=[C:29]([C:33]([F:36])([F:35])[F:34])[C:3]=1[C:4]([N:6]1[C:14]2[C:9](=[CH:10][CH:11]=[C:12]([C:15]#[C:16][CH2:17][OH:18])[CH:13]=2)[C:8]([C:19]2[CH:28]=[CH:27][C:22]([C:23]([O:25]C)=[O:24])=[CH:21][CH:20]=2)=[N:7]1)=[O:5].O[Li].O.Cl, predict the reaction product. The product is: [Cl:1][C:2]1[CH:32]=[CH:31][CH:30]=[C:29]([C:33]([F:36])([F:34])[F:35])[C:3]=1[C:4]([N:6]1[C:14]2[C:9](=[CH:10][CH:11]=[C:12]([C:15]#[C:16][CH2:17][OH:18])[CH:13]=2)[C:8]([C:19]2[CH:28]=[CH:27][C:22]([C:23]([OH:25])=[O:24])=[CH:21][CH:20]=2)=[N:7]1)=[O:5]. (2) Given the reactants BrC1C=C(OCC2C=CC(OC)=CC=2)C2N(C(C)=C(C)N=2)C=1.N1NC(=O)C=CC=1.C(=O)([O-])[O-].[K+].[K+].[CH3:36][C:37]1[N:38]=[C:39]2[C:44]([O:45]CC3C=CC(OC)=CC=3)=[CH:43][C:42]([N:55]3[C:60](=[O:61])[CH:59]=[CH:58][CH:57]=[N:56]3)=[CH:41][N:40]2[C:62]=1[CH3:63], predict the reaction product. The product is: [OH:45][C:44]1[C:39]2[N:40]([C:62]([CH3:63])=[C:37]([CH3:36])[N:38]=2)[CH:41]=[C:42]([N:55]2[C:60](=[O:61])[CH:59]=[CH:58][CH:57]=[N:56]2)[CH:43]=1. (3) Given the reactants [NH2:1][C:2]1[CH:3]=[CH:4][C:5]([O:8][C:9](=[O:18])[N:10]([CH3:17])[C:11]2[CH:16]=[CH:15][CH:14]=[CH:13][CH:12]=2)=[N:6][CH:7]=1.[Cl:19][C:20]1[CH:21]=[C:22]([CH:26]=[CH:27][C:28]=1[Cl:29])[C:23](Cl)=[O:24].C(N(CC)CC)C.ClCCl, predict the reaction product. The product is: [Cl:19][C:20]1[CH:21]=[C:22]([CH:26]=[CH:27][C:28]=1[Cl:29])[C:23]([NH:1][C:2]1[CH:3]=[CH:4][C:5]([O:8][C:9](=[O:18])[N:10]([CH3:17])[C:11]2[CH:16]=[CH:15][CH:14]=[CH:13][CH:12]=2)=[N:6][CH:7]=1)=[O:24]. (4) Given the reactants [CH:1]([C:3]1[CH:4]=[C:5]([CH:10]=[CH:11][C:12]=1[O:13][CH2:14][CH2:15][N:16]1[CH2:21][CH2:20][O:19][CH2:18][CH2:17]1)[C:6]([O:8][CH3:9])=[O:7])=O.Cl.[CH3:23][O:24][NH2:25], predict the reaction product. The product is: [CH3:23][O:24]/[N:25]=[CH:1]/[C:3]1[CH:4]=[C:5]([CH:10]=[CH:11][C:12]=1[O:13][CH2:14][CH2:15][N:16]1[CH2:21][CH2:20][O:19][CH2:18][CH2:17]1)[C:6]([O:8][CH3:9])=[O:7]. (5) Given the reactants [Cl:1][C:2]1[CH:7]=[C:6]([Br:8])[CH:5]=[CH:4][C:3]=1[CH3:9].C1C(=O)N([Br:17])C(=O)C1.CC(N=NC(C#N)(C)C)(C#N)C.O, predict the reaction product. The product is: [Br:8][C:6]1[CH:5]=[CH:4][C:3]([CH2:9][Br:17])=[C:2]([Cl:1])[CH:7]=1. (6) Given the reactants C(N(C(C)C)CC)(C)C.[F:10][C:11]1[CH:16]=[CH:15][C:14]([CH2:17][C:18]2[C:27]3[C:22](=[CH:23][CH:24]=[CH:25][CH:26]=3)[C:21](=[O:28])[NH:20][N:19]=2)=[CH:13][C:12]=1[NH:29][C:30](=[O:37])[CH2:31][CH:32]([CH3:36])[C:33](O)=[O:34], predict the reaction product. The product is: [F:10][C:11]1[CH:16]=[CH:15][C:14]([CH2:17][C:18]2[C:27]3[C:22](=[CH:23][CH:24]=[CH:25][CH:26]=3)[C:21](=[O:28])[NH:20][N:19]=2)=[CH:13][C:12]=1[N:29]1[C:30](=[O:37])[CH2:31][CH:32]([CH3:36])[C:33]1=[O:34]. (7) Given the reactants [N:1]1([CH2:6][C:7]2[CH:12]=[CH:11][C:10]([C:13]3[CH:17]=[C:16]([CH2:18][CH:19]([CH3:21])[CH3:20])[S:15][C:14]=3[S:22]([NH:25]C(C)(C)C)(=[O:24])=[O:23])=[CH:9][CH:8]=2)[CH:5]=[CH:4][N:3]=[CH:2]1.B(Cl)(Cl)Cl.O, predict the reaction product. The product is: [N:1]1([CH2:6][C:7]2[CH:12]=[CH:11][C:10]([C:13]3[CH:17]=[C:16]([CH2:18][CH:19]([CH3:21])[CH3:20])[S:15][C:14]=3[S:22]([NH2:25])(=[O:24])=[O:23])=[CH:9][CH:8]=2)[CH:5]=[CH:4][N:3]=[CH:2]1. (8) Given the reactants Br[C:2]1[N:7]=[C:6]2[N:8]([CH:12]([CH2:15][CH3:16])[CH2:13][CH3:14])[C:9]([OH:11])=[N:10][C:5]2=[N:4][CH:3]=1.[CH:17](/B(O)O)=[CH:18]/[CH3:19], predict the reaction product. The product is: [CH3:14][CH2:13][CH:12]([N:8]1[C:6]2=[N:7][C:2](/[CH:17]=[CH:18]\[CH3:19])=[CH:3][N:4]=[C:5]2[N:10]=[C:9]1[OH:11])[CH2:15][CH3:16]. (9) The product is: [I:10][C:9]1[N:4]2[C:5]([S:6][C:2]([C:18]3[CH:19]=[C:14]([N:12]([CH3:13])[CH3:11])[CH:15]=[CH:16][CH:17]=3)=[N:3]2)=[N:7][CH:8]=1. Given the reactants Br[C:2]1[S:6][C:5]2=[N:7][CH:8]=[C:9]([I:10])[N:4]2[N:3]=1.[CH3:11][N:12]([C:14]1[CH:15]=[C:16](B(O)O)[CH:17]=[CH:18][CH:19]=1)[CH3:13].C([O-])([O-])=O.[Cs+].[Cs+], predict the reaction product.